The task is: Regression. Given a peptide amino acid sequence and an MHC pseudo amino acid sequence, predict their binding affinity value. This is MHC class I binding data.. This data is from Peptide-MHC class I binding affinity with 185,985 pairs from IEDB/IMGT. (1) The peptide sequence is GVMYAFTTPL. The MHC is HLA-A68:02 with pseudo-sequence HLA-A68:02. The binding affinity (normalized) is 0.275. (2) The peptide sequence is CHATLTHRL. The MHC is HLA-B46:01 with pseudo-sequence HLA-B46:01. The binding affinity (normalized) is 0.0847. (3) The peptide sequence is AAMAAQLQA. The MHC is HLA-A68:02 with pseudo-sequence HLA-A68:02. The binding affinity (normalized) is 0.130. (4) The peptide sequence is IGDKPTCLV. The MHC is HLA-A03:01 with pseudo-sequence HLA-A03:01. The binding affinity (normalized) is 0.0847. (5) The peptide sequence is HLYSHPII. The MHC is H-2-Kb with pseudo-sequence H-2-Kb. The binding affinity (normalized) is 0.118. (6) The peptide sequence is IVCIVAAVII. The MHC is HLA-A02:02 with pseudo-sequence HLA-A02:02. The binding affinity (normalized) is 0.327. (7) The peptide sequence is ATVKGMQSY. The MHC is HLA-A26:01 with pseudo-sequence HLA-A26:01. The binding affinity (normalized) is 0.797. (8) The peptide sequence is IPKFKVTGSY. The MHC is Mamu-B17 with pseudo-sequence Mamu-B17. The binding affinity (normalized) is 0.122. (9) The binding affinity (normalized) is 0.142. The peptide sequence is SPSYVKYRY. The MHC is HLA-B53:01 with pseudo-sequence HLA-B53:01.